Predict the reaction yield, written as a fraction of the theoretical maximum amount of product (1.0 means a 100% yield; for example, 0.34 means a 34% yield). From a dataset of Reaction yield outcomes from USPTO patents with 853,638 reactions. The reactants are [CH3:1][C:2]1[C:11]2[S:10][C:9]([C:12]3[N:17]=[C:16]([C:18]([OH:20])=O)[CH:15]=[CH:14][CH:13]=3)=[N:8][C:7](=[O:21])[C:6]=2[CH:5]=[CH:4][CH:3]=1.[C:22]([O:26][C:27]([NH:29][CH2:30][CH2:31][CH2:32][CH2:33][CH2:34][CH2:35][NH2:36])=[O:28])([CH3:25])([CH3:24])[CH3:23].CCN=C=NCCCN(C)C.C1C=CC2N(O)N=NC=2C=1. The catalyst is CN(C=O)C.O.C(OCC)(=O)C. The product is [CH3:1][C:2]1[C:11]2[S:10][C:9]([C:12]3[N:17]=[C:16]([C:18]([NH:36][CH2:35][CH2:34][CH2:33][CH2:32][CH2:31][CH2:30][NH:29][C:27](=[O:28])[O:26][C:22]([CH3:24])([CH3:23])[CH3:25])=[O:20])[CH:15]=[CH:14][CH:13]=3)=[N:8][C:7](=[O:21])[C:6]=2[CH:5]=[CH:4][CH:3]=1. The yield is 0.450.